This data is from Full USPTO retrosynthesis dataset with 1.9M reactions from patents (1976-2016). The task is: Predict the reactants needed to synthesize the given product. (1) Given the product [N+:10]([C:6]1[CH:7]=[CH:8][CH:9]=[C:4]2[C:5]=1[CH2:13][NH:16][C:3]2=[O:2])([O-:12])=[O:11], predict the reactants needed to synthesize it. The reactants are: C[O:2][C:3](=O)[C:4]1[CH:9]=[CH:8][CH:7]=[C:6]([N+:10]([O-:12])=[O:11])[C:5]=1[CH2:13]Br.[NH3:16]. (2) Given the product [Br:9][C:10]1[CH:11]=[C:12]([CH:15]=[C:16]([O:8][C:5]2[CH:6]=[CH:7][C:2]([F:1])=[CH:3][CH:4]=2)[CH:17]=1)[C:13]#[N:14], predict the reactants needed to synthesize it. The reactants are: [F:1][C:2]1[CH:7]=[CH:6][C:5]([OH:8])=[CH:4][CH:3]=1.[Br:9][C:10]1[CH:11]=[C:12]([CH:15]=[C:16](F)[CH:17]=1)[C:13]#[N:14].C([O-])([O-])=O.[K+].[K+]. (3) Given the product [F:1][C:2]1[C:3]([N+:9]([O-:11])=[O:10])=[CH:4][CH:5]=[C:6]([F:8])[C:7]=1[C:17]([C:18]1[CH:23]=[CH:22][CH:21]=[CH:20][CH:19]=1)=[O:24], predict the reactants needed to synthesize it. The reactants are: [F:1][C:2]1[CH:7]=[C:6]([F:8])[CH:5]=[CH:4][C:3]=1[N+:9]([O-:11])=[O:10].[Li+].[Cl-].C([Cu])#N.[C:17](Cl)(=[O:24])[C:18]1[CH:23]=[CH:22][CH:21]=[CH:20][CH:19]=1.[NH4+].[Cl-]. (4) Given the product [F:11][CH2:12][CH2:13][N:14]([CH2:16][C:17]1[CH:18]=[CH:19][C:20]([CH2:21][OH:22])=[CH:25][CH:26]=1)[CH3:15], predict the reactants needed to synthesize it. The reactants are: [H-].C([Al+]CC(C)C)C(C)C.[F:11][CH2:12][CH2:13][N:14]([CH2:16][C:17]1[CH:26]=[CH:25][C:20]([C:21](OC)=[O:22])=[CH:19][CH:18]=1)[CH3:15].[Cl-].[NH4+].S([O-])([O-])(=O)=O.[Mg+2].